Dataset: Full USPTO retrosynthesis dataset with 1.9M reactions from patents (1976-2016). Task: Predict the reactants needed to synthesize the given product. (1) Given the product [C:17]([O:16][C:14]([NH:1][CH2:2][C@H:3]1[CH2:4][CH2:5][C@H:6]([C:9]([OH:11])=[O:10])[CH2:7][CH2:8]1)=[O:15])([CH3:20])([CH3:19])[CH3:18], predict the reactants needed to synthesize it. The reactants are: [NH2:1][CH2:2][C@H:3]1[CH2:8][CH2:7][C@H:6]([C:9]([OH:11])=[O:10])[CH2:5][CH2:4]1.[OH-].[Na+].[C:14](O[C:14]([O:16][C:17]([CH3:20])([CH3:19])[CH3:18])=[O:15])([O:16][C:17]([CH3:20])([CH3:19])[CH3:18])=[O:15]. (2) Given the product [NH2:17][C:12]1[C:11]2[C:10]3[C:9](=[N:34][N:33]([CH2:35][C:36]4[C:41]([CH3:42])=[C:40]([O:43][CH3:44])[C:39]([CH3:45])=[CH:38][N:37]=4)[N:32]=2)[CH2:8][CH:7]([N:6]2[CH2:53][CH2:54][NH:55][C:5]2=[O:58])[C:16]=3[CH2:15][S:14][N:13]=1, predict the reactants needed to synthesize it. The reactants are: COC1C=C(OC)C=CC=1[CH2:5][NH:6][CH:7]1[C:16]2[CH2:15][S:14][N:13]=[C:12]([N:17](C(OC(C)(C)C)=O)C(OC(C)(C)C)=O)[C:11]3=[N:32][N:33]([CH2:35][C:36]4[C:41]([CH3:42])=[C:40]([O:43][CH3:44])[C:39]([CH3:45])=[CH:38][N:37]=4)[N:34]=[C:9]([C:10]=23)[CH2:8]1.Cl[CH2:53][CH2:54][N:55]=C=O.[OH-:58].[Na+]. (3) Given the product [OH:2][C:3]1[CH:4]=[C:5]2[C:10](=[CH:11][CH:12]=1)[C:9](=[O:13])[CH2:8][CH2:7][CH2:6]2, predict the reactants needed to synthesize it. The reactants are: C[O:2][C:3]1[CH:4]=[C:5]2[C:10](=[CH:11][CH:12]=1)[C:9](=[O:13])[C:8](C)(C)[CH2:7][CH2:6]2.B(Br)(Br)Br.C(Cl)(Cl)Cl. (4) Given the product [CH2:1]([O:5][CH2:6][CH2:7][O:8][C:9]1[CH:10]=[CH:11][C:12]([C:15]2[CH:16]=[CH:17][C:18]3[N:24]([CH2:25][CH2:26][CH3:27])[CH2:23][CH2:22][C:21]([C:28]([NH:30][C:31]4[CH:32]=[CH:33][C:34]([S:37]([CH2:38][C:39]5[N:43]([CH2:44][CH2:45][CH3:46])[N:42]=[N:41][CH:40]=5)=[O:56])=[CH:35][CH:36]=4)=[O:29])=[CH:20][C:19]=3[CH:47]=2)=[CH:13][CH:14]=1)[CH2:2][CH2:3][CH3:4], predict the reactants needed to synthesize it. The reactants are: [CH2:1]([O:5][CH2:6][CH2:7][O:8][C:9]1[CH:14]=[CH:13][C:12]([C:15]2[CH:16]=[CH:17][C:18]3[N:24]([CH2:25][CH2:26][CH3:27])[CH2:23][CH2:22][C:21]([C:28]([NH:30][C:31]4[CH:36]=[CH:35][C:34]([S:37][CH2:38][C:39]5[N:43]([CH2:44][CH2:45][CH3:46])[N:42]=[N:41][CH:40]=5)=[CH:33][CH:32]=4)=[O:29])=[CH:20][C:19]=3[CH:47]=2)=[CH:11][CH:10]=1)[CH2:2][CH2:3][CH3:4].ClC1C=CC=C(C(OO)=[O:56])C=1.S([O-])([O-])(=O)=S.[Na+].[Na+]. (5) Given the product [F:23][C:5]1[CH:4]=[CH:3][C:2]([C:29]2[CH:30]=[C:25]([OH:24])[CH:26]=[CH:27][C:28]=2[O:34][CH3:35])=[C:11]2[C:6]=1[CH2:7][CH2:8][N:9]([C:12]([C@@H:14]1[CH2:16][C@H:15]1[C:17]1[CH:22]=[CH:21][CH:20]=[CH:19][CH:18]=1)=[O:13])[CH2:10]2, predict the reactants needed to synthesize it. The reactants are: Br[C:2]1[CH:3]=[CH:4][C:5]([F:23])=[C:6]2[C:11]=1[CH2:10][N:9]([C:12]([C@@H:14]1[CH2:16][C@H:15]1[C:17]1[CH:22]=[CH:21][CH:20]=[CH:19][CH:18]=1)=[O:13])[CH2:8][CH2:7]2.[OH:24][C:25]1[CH:26]=[CH:27][C:28]([O:34][CH3:35])=[C:29](B(O)O)[CH:30]=1.C(=O)([O-])[O-].[Na+].[Na+]. (6) Given the product [CH2:3]([O:10][C:11]([N:13]1[CH2:22][CH2:21][C:20]2[C:15](=[CH:16][C:17]([O:23][C:24]3[CH:25]=[CH:26][C:27]([C:30]([OH:32])=[O:31])=[CH:28][CH:29]=3)=[CH:18][CH:19]=2)[CH2:14]1)=[O:12])[C:4]1[CH:9]=[CH:8][CH:7]=[CH:6][CH:5]=1, predict the reactants needed to synthesize it. The reactants are: [OH-].[Na+].[CH2:3]([O:10][C:11]([N:13]1[CH2:22][CH2:21][C:20]2[C:15](=[CH:16][C:17]([O:23][C:24]3[CH:29]=[CH:28][C:27]([C:30]([O:32]CC)=[O:31])=[CH:26][CH:25]=3)=[CH:18][CH:19]=2)[CH2:14]1)=[O:12])[C:4]1[CH:9]=[CH:8][CH:7]=[CH:6][CH:5]=1. (7) Given the product [NH2:1][C:4]1[CH:5]=[CH:6][C:7]([N:10]2[C:11](=[O:17])[CH2:12][CH2:13][CH2:14][C:15]2=[O:16])=[CH:8][CH:9]=1, predict the reactants needed to synthesize it. The reactants are: [N+:1]([C:4]1[CH:9]=[CH:8][C:7]([N:10]2[C:15](=[O:16])[CH2:14][CH2:13][CH2:12][C:11]2=[O:17])=[CH:6][CH:5]=1)([O-])=O.[H][H]. (8) Given the product [C:1]([O:5][C:6]([N:8]1[CH2:9][CH:10](/[CH:12]=[CH:13]/[C:14](=[O:16])[N:54]([CH3:55])[C@@H:42]([C:41](=[O:56])[N:40]([CH3:39])[C@@H:57]([C:65](=[O:68])[NH:66][CH3:67])[CH2:58][C:59]2[CH:64]=[CH:63][CH:62]=[CH:61][CH:60]=2)[CH2:43][C:44]2[CH:53]=[CH:52][C:51]3[C:46](=[CH:47][CH:48]=[CH:49][CH:50]=3)[CH:45]=2)[CH2:11]1)=[O:7])([CH3:2])([CH3:3])[CH3:4], predict the reactants needed to synthesize it. The reactants are: [C:1]([O:5][C:6]([N:8]1[CH2:11][CH:10](/[CH:12]=[CH:13]/[C:14]([OH:16])=O)[CH2:9]1)=[O:7])([CH3:4])([CH3:3])[CH3:2].ON1C2N=CC=CC=2N=N1.Cl.CN(C)CCCN=C=NCC.[CH3:39][N:40]([CH:57]([C:65](=[O:68])[NH:66][CH3:67])[CH2:58][C:59]1[CH:64]=[CH:63][CH:62]=[CH:61][CH:60]=1)[C:41](=[O:56])[CH:42]([NH:54][CH3:55])[CH2:43][C:44]1[CH:53]=[CH:52][C:51]2[C:46](=[CH:47][CH:48]=[CH:49][CH:50]=2)[CH:45]=1.C(N(C(C)C)C(C)C)C.